From a dataset of Cav3 T-type calcium channel HTS with 100,875 compounds. Binary Classification. Given a drug SMILES string, predict its activity (active/inactive) in a high-throughput screening assay against a specified biological target. (1) The drug is O=C(c1c(c([nH]c1C)C)C(=O)C)C. The result is 0 (inactive). (2) The molecule is O=C1N(C(=O)C2C1C1CC2C=C1)CC(OCC(=O)c1ccc(OC)cc1)=O. The result is 0 (inactive). (3) The compound is s1c(nc2c1cccc2)/C=C\c1ccc(N(CC)CC)cc1. The result is 1 (active). (4) The compound is o1c(C(=O)Nc2nccc(c2)C)ccc1[N+]([O-])=O. The result is 0 (inactive). (5) The compound is O1C(Cc2c(C1)c(nc1oc(c(N)c21)C(OCC)=O)CCC)(C)C. The result is 0 (inactive). (6) The molecule is S(c1n(nnn1)Cc1ccccc1)CC(=O)c1ccc(OC)cc1. The result is 0 (inactive).